From a dataset of NCI-60 drug combinations with 297,098 pairs across 59 cell lines. Regression. Given two drug SMILES strings and cell line genomic features, predict the synergy score measuring deviation from expected non-interaction effect. (1) Drug 1: C1=NC2=C(N=C(N=C2N1C3C(C(C(O3)CO)O)O)F)N. Drug 2: CC1=C(C(=O)C2=C(C1=O)N3CC4C(C3(C2COC(=O)N)OC)N4)N. Cell line: OVCAR-8. Synergy scores: CSS=48.5, Synergy_ZIP=-5.90, Synergy_Bliss=-3.47, Synergy_Loewe=-1.68, Synergy_HSA=0.587. (2) Drug 1: C1CN(CCN1C(=O)CCBr)C(=O)CCBr. Drug 2: CC(C)NC(=O)C1=CC=C(C=C1)CNNC.Cl. Cell line: HCC-2998. Synergy scores: CSS=22.9, Synergy_ZIP=6.03, Synergy_Bliss=5.87, Synergy_Loewe=-26.5, Synergy_HSA=2.15. (3) Drug 1: CC=C1C(=O)NC(C(=O)OC2CC(=O)NC(C(=O)NC(CSSCCC=C2)C(=O)N1)C(C)C)C(C)C. Drug 2: CNC(=O)C1=NC=CC(=C1)OC2=CC=C(C=C2)NC(=O)NC3=CC(=C(C=C3)Cl)C(F)(F)F. Cell line: SK-MEL-28. Synergy scores: CSS=45.1, Synergy_ZIP=-2.78, Synergy_Bliss=-5.55, Synergy_Loewe=-10.9, Synergy_HSA=-4.13. (4) Drug 1: CN1CCC(CC1)COC2=C(C=C3C(=C2)N=CN=C3NC4=C(C=C(C=C4)Br)F)OC. Drug 2: C1C(C(OC1N2C=C(C(=O)NC2=O)F)CO)O. Synergy scores: CSS=4.99, Synergy_ZIP=-1.44, Synergy_Bliss=3.12, Synergy_Loewe=1.78, Synergy_HSA=3.15. Cell line: T-47D. (5) Drug 1: C1=C(C(=O)NC(=O)N1)N(CCCl)CCCl. Drug 2: CS(=O)(=O)CCNCC1=CC=C(O1)C2=CC3=C(C=C2)N=CN=C3NC4=CC(=C(C=C4)OCC5=CC(=CC=C5)F)Cl. Cell line: LOX IMVI. Synergy scores: CSS=38.9, Synergy_ZIP=-2.50, Synergy_Bliss=0.603, Synergy_Loewe=0.441, Synergy_HSA=1.66.